From a dataset of Kinase inhibitor bioactivity data combining Ki, Kd, and IC50 measurements. Regression. Given a target protein amino acid sequence and a drug SMILES string, predict the binding affinity score between them. We predict KIBA score (integrated kinase binding score). Dataset: kiba. (1) The small molecule is Cc1[nH]c(C=C2C(=O)Nc3ccccc32)c(C)c1CCC(=O)O. The target protein (P45984) has sequence MSDSKCDSQFYSVQVADSTFTVLKRYQQLKPIGSGAQGIVCAAFDTVLGINVAVKKLSRPFQNQTHAKRAYRELVLLKCVNHKNIISLLNVFTPQKTLEEFQDVYLVMELMDANLCQVIHMELDHERMSYLLYQMLCGIKHLHSAGIIHRDLKPSNIVVKSDCTLKILDFGLARTACTNFMMTPYVVTRYYRAPEVILGMGYKENVDIWSVGCIMGELVKGCVIFQGTDHIDQWNKVIEQLGTPSAEFMKKLQPTVRNYVENRPKYPGIKFEELFPDWIFPSESERDKIKTSQARDLLSKMLVIDPDKRISVDEALRHPYITVWYDPAEAEAPPPQIYDAQLEEREHAIEEWKELIYKEVMDWEERSKNGVVKDQPSDAAVSSNATPSQSSSINDISSMSTEQTLASDTDSSLDASTGPLEGCR. The KIBA score is 11.6. (2) The compound is Nc1ncnc2c1c(I)nn2C1CCC(O)CC1. The target protein (Q8TDC3) has sequence MSSGAKEGGGGSPAYHLPHPHPHPPQHAQYVGPYRLEKTLGKGQTGLVKLGVHCITGQKVAIKIVNREKLSESVLMKVEREIAILKLIEHPHVLKLHDVYENKKYLYLVLEHVSGGELFDYLVKKGRLTPKEARKFFRQIVSALDFCHSYSICHRDLKPENLLLDEKNNIRIADFGMASLQVGDSLLETSCGSPHYACPEVIKGEKYDGRRADMWSCGVILFALLVGALPFDDDNLRQLLEKVKRGVFHMPHFIPPDCQSLLRGMIEVEPEKRLSLEQIQKHPWYLGGKHEPDPCLEPAPGRRVAMRSLPSNGELDPDVLESMASLGCFRDRERLHRELRSEEENQEKMIYYLLLDRKERYPSCEDQDLPPRNDVDPPRKRVDSPMLSRHGKRRPERKSMEVLSITDAGGGGSPVPTRRALEMAQHSQRSRSVSGASTGLSSSPLSSPRSPVFSFSPEPGAGDEARGGGSPTSKTQTLPSRGPRGGGAGEQPPPPSARST.... The KIBA score is 11.1. (3) The drug is OCC(CO)Nc1ncnc2[nH]cc(-c3ccccc3)c12. The target protein (O14757) has sequence MAVPFVEDWDLVQTLGEGAYGEVQLAVNRVTEEAVAVKIVDMKRAVDCPENIKKEICINKMLNHENVVKFYGHRREGNIQYLFLEYCSGGELFDRIEPDIGMPEPDAQRFFHQLMAGVVYLHGIGITHRDIKPENLLLDERDNLKISDFGLATVFRYNNRERLLNKMCGTLPYVAPELLKRREFHAEPVDVWSCGIVLTAMLAGELPWDQPSDSCQEYSDWKEKKTYLNPWKKIDSAPLALLHKILVENPSARITIPDIKKDRWYNKPLKKGAKRPRVTSGGVSESPSGFSKHIQSNLDFSPVNSASSEENVKYSSSQPEPRTGLSLWDTSPSYIDKLVQGISFSQPTCPDHMLLNSQLLGTPGSSQNPWQRLVKRMTRFFTKLDADKSYQCLKETCEKLGYQWKKSCMNQVTISTTDRRNNKLIFKVNLLEMDDKILVDFRLSKGDGLEFKRHFLKIKGKLIDIVSSQKIWLPAT. The KIBA score is 11.3. (4) The small molecule is Nc1cc(S(=O)(=O)NC(=O)c2ccc(-c3ccc(F)cc3)cc2)ccc1NC1CCCCC1. The target protein (P29376) has sequence MGCWGQLLVWFGAAGAILCSSPGSQETFLRSSPLPLASPSPRDPKVSAPPSILEPASPLNSPGTEGSWLFSTCGASGRHGPTQTQCDGAYAGTSVVVTVGAAGQLRGVQLWRVPGPGQYLISAYGAAGGKGAKNHLSRAHGVFVSAIFSLGLGESLYILVGQQGEDACPGGSPESQLVCLGESRAVEEHAAMDGSEGVPGSRRWAGGGGGGGGATYVFRVRAGELEPLLVAAGGGGRAYLRPRDRGRTQASPEKLENRSEAPGSGGRGGAAGGGGGWTSRAPSPQAGRSLQEGAEGGQGCSEAWATLGWAAAGGFGGGGGACTAGGGGGGYRGGDASETDNLWADGEDGVSFIHPSSELFLQPLAVTENHGEVEIRRHLNCSHCPLRDCQWQAELQLAECLCPEGMELAVDNVTCMDLHKPPGPLVLMVAVVATSTLSLLMVCGVLILVKQKKWQGLQEMRLPSPELELSKLRTSAIRTAPNPYYCQVGLGPAQSWPLPP.... The KIBA score is 11.7. (5) The small molecule is CCOC(=O)c1c(C)n(-c2ccc(I)cc2)c2c1cc(O)c1ccccc12. The target protein (Q8IU85) has sequence MARENGESSSSWKKQAEDIKKIFEFKETLGTGAFSEVVLAEEKATGKLFAVKCIPKKALKGKESSIENEIAVLRKIKHENIVALEDIYESPNHLYLVMQLVSGGELFDRIVEKGFYTEKDASTLIRQVLDAVYYLHRMGIVHRDLKPENLLYYSQDEESKIMISDFGLSKMEGKGDVMSTACGTPGYVAPEVLAQKPYSKAVDCWSIGVIAYILLCGYPPFYDENDSKLFEQILKAEYEFDSPYWDDISDSAKDFIRNLMEKDPNKRYTCEQAARHPWIAGDTALNKNIHESVSAQIRKNFAKSKWRQAFNATAVVRHMRKLHLGSSLDSSNASVSSSLSLASQKDCLAPSTLCSFISSSSGVSGVGAERRPRPTTVTAVHSGSK. The KIBA score is 11.7. (6) The KIBA score is 11.3. The target protein (P51617) has sequence MAGGPGPGEPAAPGAQHFLYEVPPWVMCRFYKVMDALEPADWCQFAALIVRDQTELRLCERSGQRTASVLWPWINRNARVADLVHILTHLQLLRARDIITAWHPPAPLPSPGTTAPRPSSIPAPAEAEAWSPRKLPSSASTFLSPAFPGSQTHSGPELGLVPSPASLWPPPPSPAPSSTKPGPESSVSLLQGARPFPFCWPLCEISRGTHNFSEELKIGEGGFGCVYRAVMRNTVYAVKRLKENADLEWTAVKQSFLTEVEQLSRFRHPNIVDFAGYCAQNGFYCLVYGFLPNGSLEDRLHCQTQACPPLSWPQRLDILLGTARAIQFLHQDSPSLIHGDIKSSNVLLDERLTPKLGDFGLARFSRFAGSSPSQSSMVARTQTVRGTLAYLPEEYIKTGRLAVDTDTFSFGVVVLETLAGQRAVKTHGARTKYLKDLVEEEAEEAGVALRSTQSTLQAGLAADAWAAPIAMQIYKKHLDPRPGPCPPELGLGLGQLACCC.... The drug is COc1cccc(Nc2ncnc3ccccc23)c1. (7) The drug is CC(C)(C)OC(=O)n1ncc2cc(Nc3c(NCc4ccc(S(N)(=O)=O)cc4)c(=O)c3=O)ccc21. The target protein (O75582) has sequence MEEEGGSSGGAAGTSADGGDGGEQLLTVKHELRTANLTGHAEKVGIENFELLKVLGTGAYGKVFLVRKISGHDTGKLYAMKVLKKATIVQKAKTTEHTRTERQVLEHIRQSPFLVTLHYAFQTETKLHLILDYINGGELFTHLSQRERFTEHEVQIYVGEIVLALEHLHKLGIIYRDIKLENILLDSNGHVVLTDFGLSKEFVADETERAYSFCGTIEYMAPDIVRGGDSGHDKAVDWWSLGVLMYELLTGASPFTVDGEKNSQAEISRRILKSEPPYPQEMSALAKDLIQRLLMKDPKKRLGCGPRDADEIKEHLFFQKINWDDLAAKKVPAPFKPVIRDELDVSNFAEEFTEMDPTYSPAALPQSSEKLFQGYSFVAPSILFKRNAAVIDPLQFHMGVERPGVTNVARSAMMKDSPFYQHYDLDLKDKPLGEGSFSICRKCVHKKSNQAFAVKIISKRMEANTQKEITALKLCEGHPNIVKLHEVFHDQLHTFLVMEL.... The KIBA score is 11.8.